Task: Regression. Given a peptide amino acid sequence and an MHC pseudo amino acid sequence, predict their binding affinity value. This is MHC class I binding data.. Dataset: Peptide-MHC class I binding affinity with 185,985 pairs from IEDB/IMGT The peptide sequence is PVLTSLFNK. The MHC is HLA-A68:01 with pseudo-sequence HLA-A68:01. The binding affinity (normalized) is 0.149.